Dataset: Drug-target binding data from BindingDB using IC50 measurements. Task: Regression. Given a target protein amino acid sequence and a drug SMILES string, predict the binding affinity score between them. We predict pIC50 (pIC50 = -log10(IC50 in M); higher means more potent). Dataset: bindingdb_ic50. (1) The drug is c1ccc(Oc2ccccc2CCn2cnc(-c3cc(-c4c[nH]nn4)ccn3)c2)cc1. The target protein (Q9UPP1) has sequence MNRSRAIVQRGRVLPPPAPLDTTNLAGRRTLQGRAKMASVPVYCLCRLPYDVTRFMIECDMCQDWFHGSCVGVEEEKAADIDLYHCPNCEVLHGPSIMKKRRGSSKGHDTHKGKPVKTGSPTFVRELRSRTFDSSDEVILKPTGNQLTVEFLEENSFSVPILVLKKDGLGMTLPSPSFTVRDVEHYVGSDKEIDVIDVTRQADCKMKLGDFVKYYYSGKREKVLNVISLEFSDTRLSNLVETPKIVRKLSWVENLWPEECVFERPNVQKYCLMSVRDSYTDFHIDFGGTSVWYHVLKGEKIFYLIRPTNANLTLFECWSSSSNQNEMFFGDQVDKCYKCSVKQGQTLFIPTGWIHAVLTPVDCLAFGGNFLHSLNIEMQLKAYEIEKRLSTADLFRFPNFETICWYVGKHILDIFRGLRENRRHPASYLVHGGKALNLAFRAWTRKEALPDHEDEIPETVRTVQLIKDLAREIRLVEDIFQQNVGKTSNIFGLQRIFPAG.... The pIC50 is 6.3. (2) The small molecule is COc1cc2c(c3c1OCO3)[C@@H](C)N(Cc1cnc(N)nc1N)CC2. The target protein (Q8NWQ9) has sequence MTLSILVAHDLQRVIGFENQLPWHLPNDLKHVKKLSTGHTLVMGRKTFESIGKPLPNRRNVVLTSDTSFNVVGVDVIHSIEDIYQLPGHVFIFGGQILFEEMIDKVDDMYITVIEGKFRGDTFFPPYTFEDWEVASSVEGKLDEKNTIPHTFLHLIRKK. The pIC50 is 5.9. (3) The drug is Cc1cc[n+]([O-])c(C)c1C(=O)N1CCC(C)(N2CCC(N(c3ccccc3)c3cccnc3)CC2)CC1. The target protein (P61814) has sequence MDYQVSSPTYDIDYYTSEPCQKINVKQIAARLLPPLYSLVFIFGFVGNILVVLILINCKRLKSMTDIYLLNLAISDLLFLLTVPFWAHYAAAQWDFGNTMCQLLTGLYFIGFFSGIFFIILLTIDRYLAIVHAVFALKARTVTFGVVTSVITWVVAVFASLPGIIFTRSQREGLHYTCSSHFPYSQYQFWKNFQTLKMVILGLVLPLLVMVICYSGILKTLLRCRNEKKRHRAVRLIFTIMIVYFLFWAPYNIVLLLNTFQEFFGLNNCSSSNRLDQAMQVTETLGMTHCCINPIIYAFVGEKFRNYLLVFFQKHIAKRFCKCCSIFQQEAPERASSVYTRSTGEQEISVGL. The pIC50 is 7.2. (4) The target protein sequence is MNLSLSDLHRQVSRLVQQESGDCTGKLRGNVAANKETTFQGLTIASGARESEKVFAQTVLSHVANVVLTQEDTAKLLQSTVKHNLNNYDLRSVGNGNSVLVSLRSDQMTLQDAKVLLEAALRQESGARGHVSSHSHSALHAPGTPVREGLRSHLDPRTPPLPPRERPHTSGHHGAGEARATAPSTVSPYGPEARAELSSRLTTLRNTLAPATNDPRYLQACGGEKLNRFRDIQCCRQTAVRADLNANYIQVGNTRTIACQYPLQSQLESHFRMLAENRTPVLAVLASSSEIANQRFGMPDYFRQSGTYGSITVESKMTQQVGLGDGIMADMYTLTIREAGQKTISVPVVHVGNWPDQTAVSSEVTKALASLVDQTAETKRNMYESKGSSAVGDDSKLRPVIHCRAGVGRTAQLIGAMCMNDSRNSQLSVEDMVSQMRVQRNGIMVQKDEQLDVLIKLAEGQGRPLLNS. The pIC50 is 5.5. The drug is CC(C)C[C@H](NC(=O)[C@H](Cc1ccc(OCC(=O)O)cc1)NC(=O)[C@H](CCC(=O)OCc1ccccc1)NC(=O)OCC1c2ccccc2-c2ccccc21)C(N)=O. (5) The drug is CCCCCOCCCCCN1C[C@H](O)[C@@H](O)[C@H](O)[C@@H]1CO. The target protein sequence is MAKKKFSGLEISLIVLFIIVTIIAIALVVVLATKVPAVEEVKSPTSTPSPGRCPPEQGEPLNERINCIPEQHPTKAKCEERGCCWRPWNNTIIPWCFFADNHGYTAASVTNDNSGLKATLSRIPSPTLFGEDIKSVLLTTQSQTRNRFRFKLTDPNNKRYEVPHQFVKDGNGIPAADTLYDVKVSENPFSIKVIRKSNNKVLFDTSIGPLVYSNQYLQISTRLPSEYIYGFGEHIHKRFRHDLYWKTWPIFTRDEIPGDNNHNLYGHQTFFMGIEDNSGKSYGVFLMNSNAMEVFIQPTPIITYRVTGGVLDFYIFLGDTPEQVVQQYQELIGRPAMPAYWNLGFQLSRWNYVSLDKVKEVVRRNREAGIPYDAQVTDIDYMEDKKDFTYDEVAFKGLPEFAQDLHNHGQKYIIILDPAISINKRANGAEYQTYVRGNEQNVWVKESDGTTSLIGEVWPGLTVYPDFTNPRTWEWWANECNLFHQQVEYDGLWIDMNEVS.... The pIC50 is 3.0. (6) The pIC50 is 6.6. The drug is CC(C)C[C@@H](NC(=O)[C@@H](CO)NC(=O)[C@@H](CS)NC(=O)[C@@H](CS)NC(=O)CN)C(=O)N1CCC[C@H]1C(=O)N1CCC[C@H]1C(=O)N[C@@H](CS)C(=O)N[C@@H](C)C(=O)N[C@@H](C)C(=O)N[C@@H](CC(N)=O)C(=O)N[C@@H](CC(N)=O)C(=O)N1CCC[C@@H]1C(=O)N[C@@H](CC(=O)O)C(=O)N[C@@H](Cc1ccc(S)cc1)C(=O)N[C@@H](CS)C(N)=O. The target protein (P30277) has sequence MALRVTRNTKINTENKAKVSMAGAKRVPVAVAASKPLLRSRTALGDIGNKVSEQSRIPLKKETKKLGSGTVTVKALPKPVDKVPVCEPEVELDEPEPEPVMEVKHSPEPILVDTPSPSPMETSGCAPAEEYLCQAFSDVILAVSDVDADDGGDPNLCSEYVKDIYAYLRQLEEEQSVRPKYLLGREVTGNMRAILIDWLIQVQMKFRLLQETMYMTVSIIDRFMQDSCVPKKMLQLVGVTAMFIASKYEEMYPPEIGDFAFVTNNTYTKHQIRQMEMKILRVLNFSLGRPLPLHFLRRASKIGEVDVEQHTLAKYLMELSMLDYDMVHFAPSQIAAGAFCLALKILDNGEWTPTLQHYLSHTEESLLPVMQHLAKNIVMVNRGLTKHMTIKNKYATSKHAKISTLAQLNCTLVQNLSKAVTKA. (7) The pIC50 is 4.6. The drug is COc1ccc(C(=O)Nc2cc(Cl)ccc2C(=O)O)cc1. The target protein (P11411) has sequence MVSEIKTLVTFFGGTGDLAKRKLYPSVFNLYKKGYLQKHFAIVGTARQALNDDEFKQLVRDSIKDFTDDQAQAEAFIEHFSYRAHDVTDAASYAVLKEAIEEAADKFDIDGNRIFYMSVAPRFFGTIAKYLKSEGLLADTGYNRLMIEKPFGTSYDTAAELQNDLENAFDDNQLFRIDHYLGKEMVQNIAALRFGNPIFDAAWNKDYIKNVQVTLSEVLGVEERAGYYDTAGALLDMIQNHTMQIVGWLAMEKPESFTDKDIRAAKNAAFNALKIYDEAEVNKYFVRAQYGAGDSADFKPYLEELDVPADSKNNTFIAGELQFDLPRWEGVPFYVRSGKRLAAKQTRVDIVFKAGTFNFGSEQEAQEAVLSIIIDPKGAIELKLNAKSVEDAFNTRTIDLGWTVSDEDKKNTPEPYERMIHDTMNGDGSNFADWNGVSIAWKFVDAISAVYTADKAPLETYKSGSMGPEASDKLLAANGDAWVFKG. (8) The compound is NC(N)=NN=CC1=C(Br)c2ccccc2CC1. The target protein (P03374) has sequence MPNHQSGSPTGSSDLLLSGKKQRPHLALRRKRRREMRKINRKVRRMNLAPIKEKTAWQHLQALISEAEEVLKTSQTPQNSLTLFLALLSVLGPPPVTGESYWAYLPKPPILHPVGWGSTDPIRVLTNQTMYLGGSPDFHGFRNMSGNVHFEGKSDTLPICFSFSFSTPTGCFQVDKQVFLSDTPTVDNNKPGGKGDKRRMWELWLHTLGNSGANTKLVPIKKKLPPKYPHCQIAFKKDAFWEGDESAPPRWLPCAFPDKGVSFSPKGALGLLWDFSLPSPSVDQSDQIKSKKDLFGNYTPPVNKEVHRWYEAGWVEPTWFWENSPKDPNDRDFTALVPHTELFRLVAASRHLILKRPGFQEHEMIPTSACVTYPYAILLGLPQLIDIEKRGSTFHISCSSCRLTNCLDSSAYDYAAIIVKRPPYVLLPVDIGDEPWFDDSAIQTFRYATDLIRAKRFVAAIILGISALIAIITSFAVATTALVKEMQTATFVNNLHRNVT.... The pIC50 is 5.3.